This data is from Forward reaction prediction with 1.9M reactions from USPTO patents (1976-2016). The task is: Predict the product of the given reaction. (1) Given the reactants [CH2:1]([O:8][CH2:9][CH2:10][CH:11]([CH:17]([CH2:25][C@H:26]([NH:34][C:35]([O:37][C:38]([CH3:41])([CH3:40])[CH3:39])=[O:36])[C:27]([O:29][C:30]([CH3:33])([CH3:32])[CH3:31])=[O:28])[C:18]([O:20][C:21]([CH3:24])([CH3:23])[CH3:22])=[O:19])OS(C)(=O)=O)[C:2]1[CH:7]=[CH:6][CH:5]=[CH:4][CH:3]=1.C(N(CC)CC)C, predict the reaction product. The product is: [CH2:1]([O:8][CH2:9][CH2:10][CH:11]=[C:17]([C:18]([O:20][C:21]([CH3:24])([CH3:23])[CH3:22])=[O:19])[CH2:25][C@@H:26]([C:27]([O:29][C:30]([CH3:32])([CH3:31])[CH3:33])=[O:28])[NH:34][C:35]([O:37][C:38]([CH3:39])([CH3:40])[CH3:41])=[O:36])[C:2]1[CH:3]=[CH:4][CH:5]=[CH:6][CH:7]=1. (2) Given the reactants Br[CH2:2][CH2:3][CH2:4][CH2:5][C:6]([NH:8][C:9]1[CH:14]=[CH:13][C:12]([Br:15])=[CH:11][CH:10]=1)=[O:7].[I-].[Na+].[NH:18]1[CH2:23][CH2:22][O:21][CH2:20][CH2:19]1.[OH-].[Na+], predict the reaction product. The product is: [Br:15][C:12]1[CH:13]=[CH:14][C:9]([NH:8][C:6](=[O:7])[CH2:5][CH2:4][CH2:3][CH2:2][N:18]2[CH2:23][CH2:22][O:21][CH2:20][CH2:19]2)=[CH:10][CH:11]=1. (3) Given the reactants [Cl:1][C:2]1[C:7]([C:8]2[C:13]([Cl:14])=[CH:12][N:11]=[C:10]([NH:15][C@H:16]3[CH2:21][CH2:20][C@H:19]([OH:22])[CH2:18][CH2:17]3)[CH:9]=2)=[CH:6][C:5]([NH:23][CH2:24][CH:25]2[CH2:30][CH2:29][O:28][CH2:27][CH2:26]2)=[CH:4][N:3]=1.C(Cl)Cl.[CH3:34][S:35](Cl)(=[O:37])=[O:36], predict the reaction product. The product is: [CH3:34][S:35]([O:22][C@H:19]1[CH2:20][CH2:21][C@H:16]([NH:15][C:10]2[CH:9]=[C:8]([C:7]3[C:2]([Cl:1])=[N:3][CH:4]=[C:5]([NH:23][CH2:24][CH:25]4[CH2:26][CH2:27][O:28][CH2:29][CH2:30]4)[CH:6]=3)[C:13]([Cl:14])=[CH:12][N:11]=2)[CH2:17][CH2:18]1)(=[O:37])=[O:36]. (4) Given the reactants [F:1][C:2]([F:32])([F:31])[C:3]1[CH:8]=[CH:7][C:6]([C:9]2[C:10]([C:15]([NH:17][C:18]3[CH:27]=[C:26]4[C:21]([CH:22]=[C:23]([C:28](O)=[O:29])[CH:24]=[N:25]4)=[CH:20][CH:19]=3)=[O:16])=[CH:11][CH:12]=[CH:13][CH:14]=2)=[CH:5][CH:4]=1.[CH:33]([NH2:36])([CH3:35])[CH3:34].Cl.CN(C)CCCN=C=NCC.ON1C2C=CC=CC=2N=N1.C(N(CC)CC)C, predict the reaction product. The product is: [CH:33]([NH:36][C:28]([C:23]1[CH:24]=[N:25][C:26]2[C:21]([CH:22]=1)=[CH:20][CH:19]=[C:18]([NH:17][C:15]([C:10]1[C:9]([C:6]3[CH:5]=[CH:4][C:3]([C:2]([F:32])([F:1])[F:31])=[CH:8][CH:7]=3)=[CH:14][CH:13]=[CH:12][CH:11]=1)=[O:16])[CH:27]=2)=[O:29])([CH3:35])[CH3:34]. (5) The product is: [CH2:12]([O:11][C:8]1[CH:9]=[CH:10][C:5]([O:4][CH2:1][C@H:2]2[O:23][CH2:22]2)=[CH:6][C:7]=1[N+:19]([O-:21])=[O:20])[C:13]1[CH:18]=[CH:17][CH:16]=[CH:15][CH:14]=1. Given the reactants [C:1]([O:4][C:5]1[CH:10]=[CH:9][C:8]([O:11][CH2:12][C:13]2[CH:18]=[CH:17][CH:16]=[CH:15][CH:14]=2)=[C:7]([N+:19]([O-:21])=[O:20])[CH:6]=1)(=O)[CH3:2].[CH3:22][O-:23].[Na+].CO, predict the reaction product. (6) Given the reactants [F:1][C:2]1[CH:6]=[N:5][N:4]([CH3:7])[C:3]=1[C:8]1[CH:9]=[C:10]([NH2:16])[CH:11]=[CH:12][C:13]=1[O:14][CH3:15].[Cl:17][C:18]1[CH:19]=[C:20]([N:24]=[C:25]=[O:26])[CH:21]=[CH:22][CH:23]=1, predict the reaction product. The product is: [Cl:17][C:18]1[CH:19]=[C:20]([NH:24][C:25]([NH:16][C:10]2[CH:11]=[CH:12][C:13]([O:14][CH3:15])=[C:8]([C:3]3[N:4]([CH3:7])[N:5]=[CH:6][C:2]=3[F:1])[CH:9]=2)=[O:26])[CH:21]=[CH:22][CH:23]=1.